Binary Classification. Given a miRNA mature sequence and a target amino acid sequence, predict their likelihood of interaction. From a dataset of Experimentally validated miRNA-target interactions with 360,000+ pairs, plus equal number of negative samples. (1) The miRNA is mmu-miR-30a-5p with sequence UGUAAACAUCCUCGACUGGAAG. The protein sequence of the target gene is MAASRWLRAVLLFLCASDLLLLPPPNAYAADTPGEATPPPRKKKDIRDYNDADMARLLEQWEKDDDIEEGDLPEHKRPSAPIDFSKLDPGKPESILKMTKKGKTLMMFVTVSGNPTEKETEEITSLWQGSLFNANYDVQRFIVGSDRAIFMLRDGSYAWEIKDFLVSQDRCAEVTLEGQMYPGKGGGSKEKNKTKPEKAKKKEGDPKPRASKEDNRAGSRREDL. Result: 1 (interaction). (2) The miRNA is hsa-miR-5683 with sequence UACAGAUGCAGAUUCUCUGACUUC. The protein sequence of the target gene is MGRFRGGLRCIKYLLLGFNLLFWLAGSAVIAFGLWFRFGGAIKELSSEDKSPEYFYVGLYVLVGAGALMMAVGFFGCCGAMRESQCVLGSFFTCLLVIFAAEVTTGVFAFIGKGVAIRHVQTMYEEAYNDYLKDRGKGNGTLITFHSTFQCCGKESSEQVQPTCPKELLGHKNCIDEIETIISVKLQLIGIVGIGIAGLTIFGMIFSMVLCCAIRNSRDVI. Result: 1 (interaction). (3) The miRNA is mmu-miR-411-5p with sequence UAGUAGACCGUAUAGCGUACG. The protein sequence of the target gene is MYRDPEAASPGAPTRDVLLVSAIITVSLSVTIVLCGLCHWCQRKLGKRYKNSLETVGTPDSGRGRGEKKAIKLPAGGKAVNTAPVPGQTPHDESDRRTETRSSVSDLVNSLTSEMLMLSPGSEEDEAHEGCSRENLGRIQFSVGYNFQESTLTVKVMKAQELPAKDFSGTSDPFVKIYLLPDKKHKLETKVKRKNLNPHWNETFLFEGFPYEKVVQRVLYLQVLDYDRFSRNDPIGEVSIPLNKVDLTQMQTFWKDLKPCSDGSGSRGELLLSLCYNPSANSIIVNIIKARNLKAMDIGG.... Result: 1 (interaction). (4) The miRNA is hsa-miR-450b-3p with sequence UUGGGAUCAUUUUGCAUCCAUA. The protein sequence of the target gene is MAKLLQPPPKFLPSEWHIANKNQYHRADAQRSRSERLVAESQRLVDEIEKTTRKSQSDVNKKLEQRLEEVQFWKKELDDKLEQLVNVTDDLLIYKIRLEKALETLKEPLHITETCLAYREKRIGIDLVHDTVEHELIKEAEIIQGIMALLTRTLEEASEQIRMNRSAKYNLEKDLKDKFVALTIDDICFSLNNNSPNIRYSENAVRIEPNSVSLEDWLDFSSTNVEKADKQRNNSLMLKALVDRILSQTANDLRKQCDVVDTAFKNGLKDTKDARDKLADHLAKVMEEIASQEKNITALE.... Result: 0 (no interaction). (5) The miRNA is hsa-miR-302e with sequence UAAGUGCUUCCAUGCUU. The protein sequence of the target gene is MAPPAARLALLSAAALTLAARPAPSPGLGPECFTANGADYRGTQNWTALQGGKPCLFWNETFQHPYNTLKYPNGEGGLGEHNYCRNPDGDVSPWCYVAEHEDGVYWKYCEIPACQMPGNLGCYKDHGNPPPLTGTSKTSNKLTIQTCISFCRSQRFKFAGMESGYACFCGNNPDYWKYGEAASTECNSVCFGDHTQPCGGDGRIILFDTLVGACGGNYSAMSSVVYSPDFPDTYATGRVCYWTIRVPGASHIHFSFPLFDIRDSADMVELLDGYTHRVLARFHGRSRPPLSFNVSLDFVI.... Result: 1 (interaction).